Dataset: Catalyst prediction with 721,799 reactions and 888 catalyst types from USPTO. Task: Predict which catalyst facilitates the given reaction. (1) Reactant: [CH3:1][N:2]1[C:10]2[C:5](=[CH:6][CH:7]=[C:8]([C:11]([O-:13])=O)[CH:9]=2)[C:4]([N:14]2[CH2:19][CH2:18][N:17]([CH3:20])[CH2:16][CH2:15]2)=[N:3]1.[Li+].C(Cl)CCl.C1C=CC2N(O)N=NC=2C=1.CCN(CC)CC.[Cl:43][C:44]1[CH:51]=[C:50]([Cl:52])[CH:49]=[CH:48][C:45]=1[CH2:46][NH2:47]. Product: [Cl:43][C:44]1[CH:51]=[C:50]([Cl:52])[CH:49]=[CH:48][C:45]=1[CH2:46][NH:47][C:11]([C:8]1[CH:9]=[C:10]2[C:5]([C:4]([N:14]3[CH2:15][CH2:16][N:17]([CH3:20])[CH2:18][CH2:19]3)=[N:3][N:2]2[CH3:1])=[CH:6][CH:7]=1)=[O:13]. The catalyst class is: 39. (2) Reactant: Br[C:2]1[CH:7]=[C:6]([F:8])[C:5]([OH:9])=[C:4]([Cl:10])[CH:3]=1.C(=O)=O.CC(C)=O.C[Si](Cl)(C)C.C([O:25][B:26](OCC)[O:27]CC)C. Product: [Cl:10][C:4]1[CH:3]=[C:2]([B:26]([OH:27])[OH:25])[CH:7]=[C:6]([F:8])[C:5]=1[OH:9]. The catalyst class is: 1. (3) Reactant: [CH3:1][C:2]1[CH:7]=[CH:6][C:5]([C:8]([F:11])([F:10])[F:9])=[CH:4][C:3]=1[S:12]([N:15]1[CH2:20][CH2:19][N:18](C(OC(C)(C)C)=O)[CH2:17][CH2:16]1)(=[O:14])=[O:13].Cl. Product: [CH3:1][C:2]1[CH:7]=[CH:6][C:5]([C:8]([F:10])([F:9])[F:11])=[CH:4][C:3]=1[S:12]([N:15]1[CH2:16][CH2:17][NH:18][CH2:19][CH2:20]1)(=[O:14])=[O:13]. The catalyst class is: 12. (4) Reactant: [CH2:1]([O:3][C:4](=[O:28])[C:5]([CH3:27])([CH3:26])[CH2:6][CH2:7][CH2:8][CH2:9][CH2:10][C:11](=[O:25])[CH2:12][CH2:13][CH2:14][C:15]([CH3:24])([CH3:23])[CH2:16][CH2:17][C:18]([O:20][CH2:21][CH3:22])=[O:19])[CH3:2].[BH4-].[Na+]. Product: [CH2:1]([O:3][C:4](=[O:28])[C:5]([CH3:26])([CH3:27])[CH2:6][CH2:7][CH2:8][CH2:9][CH2:10][CH:11]([OH:25])[CH2:12][CH2:13][CH2:14][C:15]([CH3:24])([CH3:23])[CH2:16][CH2:17][C:18]([O:20][CH2:21][CH3:22])=[O:19])[CH3:2]. The catalyst class is: 252. (5) Reactant: [N:1]1([C:6]2[C:7]([C:12]#[N:13])=[N:8][CH:9]=[CH:10][CH:11]=2)[CH:5]=[N:4][N:3]=[N:2]1. Product: [N:1]1([C:6]2[C:7]([CH2:12][NH2:13])=[N:8][CH:9]=[CH:10][CH:11]=2)[CH:5]=[N:4][N:3]=[N:2]1. The catalyst class is: 63. (6) Reactant: O1CCOCC1.Br[C:8]1[CH:9]=[CH:10][C:11]2[N:12]([C:14]([C:18]3[N:23]=[C:22]([CH3:24])[N:21]=[C:20]([NH2:25])[N:19]=3)=[C:15]([Cl:17])[N:16]=2)[CH:13]=1.[F:26][C:27]1[CH:32]=[CH:31][CH:30]=[CH:29][C:28]=1B(O)O.C(O)(O)=O. Product: [Cl:17][C:15]1[N:16]=[C:11]2[CH:10]=[CH:9][C:8]([C:28]3[CH:29]=[CH:30][CH:31]=[CH:32][C:27]=3[F:26])=[CH:13][N:12]2[C:14]=1[C:18]1[N:23]=[C:22]([CH3:24])[N:21]=[C:20]([NH2:25])[N:19]=1. The catalyst class is: 6.